From a dataset of Full USPTO retrosynthesis dataset with 1.9M reactions from patents (1976-2016). Predict the reactants needed to synthesize the given product. (1) Given the product [NH:36]([CH2:37][C@@H:38]([C@H:40]([C@@H:42]([C@@H:44]([CH2:46][OH:47])[OH:45])[OH:43])[OH:41])[OH:39])[CH3:35].[C:1]([C:5]1[CH:6]=[C:7]([S:16][CH:17]2[CH2:22][CH2:21][N:20]([S:23]([C:26]3[N:30]([CH3:31])[C:29]([C:32]([OH:34])=[O:33])=[CH:28][CH:27]=3)(=[O:25])=[O:24])[CH2:19][CH2:18]2)[CH:8]=[C:9]([C:12]([CH3:15])([CH3:14])[CH3:13])[C:10]=1[OH:11])([CH3:2])([CH3:3])[CH3:4], predict the reactants needed to synthesize it. The reactants are: [C:1]([C:5]1[CH:6]=[C:7]([S:16][CH:17]2[CH2:22][CH2:21][N:20]([S:23]([C:26]3[N:30]([CH3:31])[C:29]([C:32]([OH:34])=[O:33])=[CH:28][CH:27]=3)(=[O:25])=[O:24])[CH2:19][CH2:18]2)[CH:8]=[C:9]([C:12]([CH3:15])([CH3:14])[CH3:13])[C:10]=1[OH:11])([CH3:4])([CH3:3])[CH3:2].[CH3:35][NH:36][CH2:37][C@@H:38]([C@H:40]([C@@H:42]([C@@H:44]([CH2:46][OH:47])[OH:45])[OH:43])[OH:41])[OH:39]. (2) Given the product [Br:1][C:2]1[C:10]([F:11])=[CH:9][C:5]([C:6]([O:8][CH3:17])=[O:7])=[C:4]([Cl:12])[CH:3]=1, predict the reactants needed to synthesize it. The reactants are: [Br:1][C:2]1[C:10]([F:11])=[CH:9][C:5]([C:6]([OH:8])=[O:7])=[C:4]([Cl:12])[CH:3]=1.S(Cl)(Cl)=O.[C:17](=O)(O)[O-].[Na+]. (3) Given the product [CH:1]([O:4][C:5]([N:7]1[CH2:12][CH2:11][CH:10]([O:13][C:14]2[C:19]([O:20][CH3:21])=[C:18]([NH:31][C:27]3[C:28]([CH3:30])=[N:29][C:24]([Br:23])=[CH:25][CH:26]=3)[N:17]=[CH:16][N:15]=2)[CH2:9][CH2:8]1)=[O:6])([CH3:3])[CH3:2], predict the reactants needed to synthesize it. The reactants are: [CH:1]([O:4][C:5]([N:7]1[CH2:12][CH2:11][CH:10]([O:13][C:14]2[C:19]([O:20][CH3:21])=[C:18](Cl)[N:17]=[CH:16][N:15]=2)[CH2:9][CH2:8]1)=[O:6])([CH3:3])[CH3:2].[Br:23][C:24]1[N:29]=[C:28]([CH3:30])[C:27]([NH2:31])=[CH:26][CH:25]=1.C(P(C(C)(C)C)C1C=CC=CC=1C1C=CC=CC=1)(C)(C)C.[Li]N([Si](C)(C)C)[Si](C)(C)C. (4) The reactants are: [CH:1]1([CH2:4][O:5][C:6]2[N:11]=[C:10]([C:12]([NH:14][C:15]3([CH2:19][C:20]([O:22]C)=[O:21])[CH2:18][S:17][CH2:16]3)=[O:13])[CH:9]=[CH:8][C:7]=2[N:24]2[CH2:27][C:26]([F:29])([F:28])[CH2:25]2)[CH2:3][CH2:2]1.O.[OH-].[Li+]. Given the product [CH:1]1([CH2:4][O:5][C:6]2[N:11]=[C:10]([C:12]([NH:14][C:15]3([CH2:19][C:20]([OH:22])=[O:21])[CH2:16][S:17][CH2:18]3)=[O:13])[CH:9]=[CH:8][C:7]=2[N:24]2[CH2:27][C:26]([F:28])([F:29])[CH2:25]2)[CH2:3][CH2:2]1, predict the reactants needed to synthesize it.